Dataset: Forward reaction prediction with 1.9M reactions from USPTO patents (1976-2016). Task: Predict the product of the given reaction. (1) The product is: [CH3:29][O:28][P:27]([C:23]1[CH:24]=[CH:25][CH:26]=[C:21]([B:33]2[O:37][C:36]([CH3:39])([CH3:38])[C:35]([CH3:41])([CH3:40])[O:34]2)[CH:22]=1)(=[O:32])[O:30][CH3:31]. Given the reactants C1(P(C2CCCCC2)C2CCCCC2)CCCCC1.Cl[C:21]1[CH:22]=[C:23]([P:27](=[O:32])([O:30][CH3:31])[O:28][CH3:29])[CH:24]=[CH:25][CH:26]=1.[B:33]1([B:33]2[O:37][C:36]([CH3:39])([CH3:38])[C:35]([CH3:41])([CH3:40])[O:34]2)[O:37][C:36]([CH3:39])([CH3:38])[C:35]([CH3:41])([CH3:40])[O:34]1.C([O-])(=O)C.[K+].ClP(=O)([O-])[O-], predict the reaction product. (2) The product is: [C:21]1(/[CH:20]=[CH:19]/[CH2:18][O:8][C:5]2[CH:6]=[CH:7][C:2]([F:1])=[CH:3][C:4]=2[N+:9]([O-:11])=[O:10])[CH:26]=[CH:25][CH:24]=[CH:23][CH:22]=1. Given the reactants [F:1][C:2]1[CH:7]=[CH:6][C:5]([OH:8])=[C:4]([N+:9]([O-:11])=[O:10])[CH:3]=1.C([O-])([O-])=O.[K+].[K+].[CH2:18](Cl)/[CH:19]=[CH:20]/[C:21]1[CH:26]=[CH:25][CH:24]=[CH:23][CH:22]=1, predict the reaction product. (3) Given the reactants [CH3:1][C:2]1([CH3:14])[C:7](=[O:8])[NH:6][C:5]2[CH:9]=[CH:10][C:11]([CH3:13])=[CH:12][C:4]=2[O:3]1.CN(C=O)C.C1C(=O)N([Br:27])C(=O)C1, predict the reaction product. The product is: [Br:27][C:10]1[C:11]([CH3:13])=[CH:12][C:4]2[O:3][C:2]([CH3:14])([CH3:1])[C:7](=[O:8])[NH:6][C:5]=2[CH:9]=1. (4) The product is: [CH3:17][C@@H:12]1[N:11]([C:4]2[C:5]3[S:10][CH:9]=[CH:8][C:6]=3[N:7]=[C:2]([C:22]3[CH:21]=[N:20][C:19]([NH2:18])=[N:24][CH:23]=3)[N:3]=2)[CH2:16][CH2:15][O:14][CH2:13]1. Given the reactants Cl[C:2]1[N:3]=[C:4]([N:11]2[CH2:16][CH2:15][O:14][CH2:13][C@@H:12]2[CH3:17])[C:5]2[S:10][CH:9]=[CH:8][C:6]=2[N:7]=1.[NH2:18][C:19]1[N:24]=[CH:23][C:22](B2OC(C)(C)C(C)(C)O2)=[CH:21][N:20]=1.CC#N.CC([O-])=O.[K+], predict the reaction product. (5) Given the reactants [N+:1]([C:4]1[C:14]2[NH:13][CH2:12][CH2:11][NH:10][C:9](=[O:15])[C:8]=2[CH:7]=[CH:6][CH:5]=1)([O-])=O.[H][H], predict the reaction product. The product is: [NH2:1][C:4]1[C:14]2[NH:13][CH2:12][CH2:11][NH:10][C:9](=[O:15])[C:8]=2[CH:7]=[CH:6][CH:5]=1. (6) Given the reactants [NH2:14][C:13]1[CH:15]=[CH:16][C:17]([O:19][CH3:20])=[CH:18][C:12]=1[S:11][S:11][C:12]1[CH:18]=[C:17]([O:19][CH3:20])[CH:16]=[CH:15][C:13]=1[NH2:14].[CH3:21][CH:22]1[NH:27][C:26](=[O:28])[CH2:25][C:24](=O)[CH2:23]1, predict the reaction product. The product is: [CH3:20][O:19][C:17]1[CH:16]=[CH:15][C:13]2[NH:14][C:24]3[CH2:23][CH:22]([CH3:21])[NH:27][C:26](=[O:28])[C:25]=3[S:11][C:12]=2[CH:18]=1. (7) The product is: [OH:8][CH2:9][CH2:10][CH2:11][CH2:12][N:13]1[C:18](=[O:19])[CH:17]=[N:16][C:15]2[CH:20]=[CH:21][C:22]([O:24][CH3:25])=[N:23][C:14]1=2. Given the reactants C([O:8][CH2:9][CH2:10][CH2:11][CH2:12][N:13]1[C:18](=[O:19])[CH:17]=[N:16][C:15]2[CH:20]=[CH:21][C:22]([O:24][CH3:25])=[N:23][C:14]1=2)C1C=CC=CC=1, predict the reaction product.